From a dataset of Forward reaction prediction with 1.9M reactions from USPTO patents (1976-2016). Predict the product of the given reaction. (1) The product is: [NH2:1][C:2]1[C@:3]2([CH2:21][F:22])[S:18](=[O:19])(=[O:20])[C@@H:6]([CH2:5][CH2:4]2)[C@:7]([C:10]2[CH:15]=[C:14]([NH:16][C:35]([C:32]3[CH:31]=[N:30][C:29]([O:28][CH2:27][C:26]#[C:25][C:24]([CH3:39])([CH3:38])[CH3:23])=[CH:34][N:33]=3)=[O:36])[CH:13]=[CH:12][C:11]=2[F:17])([CH3:9])[N:8]=1. Given the reactants [NH2:1][C:2]1[C@:3]2([CH2:21][F:22])[S:18](=[O:20])(=[O:19])[C@H:6]([C@:7]([C:10]3[CH:15]=[C:14]([NH2:16])[CH:13]=[CH:12][C:11]=3[F:17])([CH3:9])[N:8]=1)[CH2:5][CH2:4]2.[CH3:23][C:24]([CH3:39])([CH3:38])[C:25]#[C:26][CH2:27][O:28][C:29]1[N:30]=[CH:31][C:32]([C:35](O)=[O:36])=[N:33][CH:34]=1.CCCP1(OP(CCC)(=O)OP(CCC)(=O)O1)=O.C(=O)(O)[O-].[Na+], predict the reaction product. (2) Given the reactants [C:1]1([CH2:7][O:8][C:9]([NH:11][C@H:12]([C:14]([OH:16])=O)[CH3:13])=[O:10])[CH:6]=[CH:5][CH:4]=[CH:3][CH:2]=1.[CH3:17][NH:18][CH3:19].CN(C1C=CC=CN=1)C.Cl.C(N=C=NCCCN(C)C)C, predict the reaction product. The product is: [CH3:17][N:18]([CH3:19])[C:14](=[O:16])[C@@H:12]([NH:11][C:9](=[O:10])[O:8][CH2:7][C:1]1[CH:6]=[CH:5][CH:4]=[CH:3][CH:2]=1)[CH3:13]. (3) The product is: [CH3:7][O:6][C:4]1[CH2:3][C@H:2]([CH2:8][CH2:9][C:10]2[CH:15]=[CH:14][CH:13]=[CH:12][CH:11]=2)[O:1][C:16](=[O:18])[CH:17]=1. Given the reactants [OH:1][CH:2]([CH2:8][CH2:9][C:10]1[CH:15]=[CH:14][CH:13]=[CH:12][CH:11]=1)[CH2:3][C:4]([O:6][CH3:7])=O.[C:16](OC(C)(C)C)(=[O:18])[CH3:17], predict the reaction product. (4) Given the reactants CS(O[CH2:6][C:7]1[CH:12]=[CH:11][CH:10]=[C:9]([O:13][CH2:14][C:15]2[C:20]([CH3:21])=[CH:19][CH:18]=[CH:17][C:16]=2[CH3:22])[C:8]=1[O:23][CH3:24])(=O)=O.[C-:25]#[N:26].[Na+], predict the reaction product. The product is: [CH3:22][C:16]1[CH:17]=[CH:18][CH:19]=[C:20]([CH3:21])[C:15]=1[CH2:14][O:13][C:9]1[C:8]([O:23][CH3:24])=[C:7]([CH2:6][C:25]#[N:26])[CH:12]=[CH:11][CH:10]=1. (5) Given the reactants [C:1]([O:5][C:6](=[O:33])[N:7]([C@@H:21]([C:23]1[C:32]2[C:27](=[CH:28][CH:29]=[CH:30][CH:31]=2)[CH:26]=[CH:25][CH:24]=1)[CH3:22])[CH2:8][CH:9]1[CH2:14][CH2:13][NH:12][CH2:11][CH:10]1[C:15]1[CH:20]=[CH:19][CH:18]=[CH:17][CH:16]=1)([CH3:4])([CH3:3])[CH3:2].[Cl:34][C:35]1[C:36](Cl)=[N:37][CH:38]=[C:39]([CH:45]=1)[C:40]([O:42][CH2:43][CH3:44])=[O:41].C(=O)([O-])[O-].[K+].[K+].CS(C)=O, predict the reaction product. The product is: [C:1]([O:5][C:6]([N:7]([CH2:8][CH:9]1[CH2:14][CH2:13][N:12]([C:36]2[C:35]([Cl:34])=[CH:45][C:39]([C:40]([O:42][CH2:43][CH3:44])=[O:41])=[CH:38][N:37]=2)[CH2:11][CH:10]1[C:15]1[CH:16]=[CH:17][CH:18]=[CH:19][CH:20]=1)[C@@H:21]([C:23]1[C:32]2[C:27](=[CH:28][CH:29]=[CH:30][CH:31]=2)[CH:26]=[CH:25][CH:24]=1)[CH3:22])=[O:33])([CH3:2])([CH3:3])[CH3:4].